This data is from Catalyst prediction with 721,799 reactions and 888 catalyst types from USPTO. The task is: Predict which catalyst facilitates the given reaction. (1) Reactant: [O-]P([O-])([O-])=O.[K+].[K+].[K+].[NH:9]1[CH2:13][CH2:12][NH:11][C:10]1=[O:14].I[C:16]1[CH:17]=[C:18]([O:22][CH3:23])[CH:19]=[CH:20][CH:21]=1.CNCCNC. Product: [CH3:23][O:22][C:18]1[CH:17]=[C:16]([N:9]2[CH2:13][CH2:12][NH:11][C:10]2=[O:14])[CH:21]=[CH:20][CH:19]=1. The catalyst class is: 471. (2) Reactant: COC(C1C=CC(N=C=S)=CC=1)=O.C(O)=O.[NH2:17][CH:18]([C:29]1[CH:34]=[CH:33][CH:32]=[CH:31][CH:30]=1)[C:19]([NH:21][C:22]1[CH:27]=[CH:26][CH:25]=[CH:24][C:23]=1[CH3:28])=[O:20].C(N(CC)CC)C. Product: [NH2:17][CH:18]([C:29]1[CH:34]=[CH:33][CH:32]=[CH:31][CH:30]=1)[C:19]([NH:21][C:22]1[CH:27]=[CH:26][CH:25]=[CH:24][C:23]=1[CH3:28])=[O:20]. The catalyst class is: 2. (3) Reactant: [NH2:1][C:2]1[CH:7]=[C:6]([CH2:8][S:9][C:10]2[C:15]([C:16]([N:18]([CH2:27][C:28]([O:30]C(C)(C)C)=[O:29])[C:19]3[CH:24]=[C:23]([CH3:25])[CH:22]=[C:21]([CH3:26])[CH:20]=3)=[O:17])=[CH:14][CH:13]=[CH:12][N:11]=2)[CH:5]=[CH:4][N:3]=1.[ClH:35]. Product: [ClH:35].[NH2:1][C:2]1[CH:7]=[C:6]([CH2:8][S:9][C:10]2[C:15]([C:16]([N:18]([CH2:27][C:28]([OH:30])=[O:29])[C:19]3[CH:20]=[C:21]([CH3:26])[CH:22]=[C:23]([CH3:25])[CH:24]=3)=[O:17])=[CH:14][CH:13]=[CH:12][N:11]=2)[CH:5]=[CH:4][N:3]=1. The catalyst class is: 13.